From a dataset of Peptide-MHC class II binding affinity with 134,281 pairs from IEDB. Regression. Given a peptide amino acid sequence and an MHC pseudo amino acid sequence, predict their binding affinity value. This is MHC class II binding data. (1) The peptide sequence is VSTFSSGLVWGQKYF. The MHC is DRB1_0101 with pseudo-sequence DRB1_0101. The binding affinity (normalized) is 0.300. (2) The peptide sequence is ADDLTAAINKGILVT. The MHC is DRB1_1302 with pseudo-sequence DRB1_1302. The binding affinity (normalized) is 0.980.